Dataset: Forward reaction prediction with 1.9M reactions from USPTO patents (1976-2016). Task: Predict the product of the given reaction. (1) The product is: [Cl:1][C:2]1[C:3]([O:10][CH3:11])=[C:4]2[N:9]=[C:19]([C:18]3[CH:21]=[CH:22][C:15]([N+:12]([O-:14])=[O:13])=[CH:16][CH:17]=3)[NH:8][C:5]2=[N:6][CH:7]=1. Given the reactants [Cl:1][C:2]1[C:3]([O:10][CH3:11])=[C:4]([NH2:9])[C:5]([NH2:8])=[N:6][CH:7]=1.[N+:12]([C:15]1[CH:22]=[CH:21][C:18]([CH:19]=O)=[CH:17][CH:16]=1)([O-:14])=[O:13], predict the reaction product. (2) Given the reactants [F:1][C:2]1[CH:7]=[CH:6][C:5]([CH:8]=[CH:9][C:10]([OH:12])=[O:11])=[CH:4][CH:3]=1, predict the reaction product. The product is: [F:1][C:2]1[CH:3]=[CH:4][C:5]([CH2:8][CH2:9][C:10]([OH:12])=[O:11])=[CH:6][CH:7]=1. (3) Given the reactants [Cl-].O[NH3+:3].[C:4](=[O:7])([O-])[OH:5].[Na+].CS(C)=O.[F:13][C:14]1[CH:19]=[C:18]([CH2:20][C:21]2[C:22](=[O:45])[N:23]([C@H:33]3[CH2:38][CH2:37][C@H:36]([O:39][CH2:40][C:41]([OH:44])([CH3:43])[CH3:42])[CH2:35][CH2:34]3)[C:24]3[N:25]([N:30]=[CH:31][CH:32]=3)[C:26]=2[CH2:27][CH2:28][CH3:29])[CH:17]=[CH:16][C:15]=1[C:46]1[C:47]([C:52]#[N:53])=[CH:48][CH:49]=[CH:50][CH:51]=1, predict the reaction product. The product is: [F:13][C:14]1[CH:19]=[C:18]([CH2:20][C:21]2[C:22](=[O:45])[N:23]([C@H:33]3[CH2:38][CH2:37][C@H:36]([O:39][CH2:40][C:41]([OH:44])([CH3:42])[CH3:43])[CH2:35][CH2:34]3)[C:24]3[N:25]([N:30]=[CH:31][CH:32]=3)[C:26]=2[CH2:27][CH2:28][CH3:29])[CH:17]=[CH:16][C:15]=1[C:46]1[CH:51]=[CH:50][CH:49]=[CH:48][C:47]=1[C:52]1[NH:3][C:4](=[O:7])[O:5][N:53]=1. (4) The product is: [F:45][C:2]([F:1])([F:44])[C:3]1[CH:4]=[C:5]([CH:37]=[C:38]([C:40]([F:43])([F:41])[F:42])[CH:39]=1)[CH2:6][N:7]([CH2:8][C:9]1[CH:14]=[C:13]([C:15]([F:18])([F:17])[F:16])[CH:12]=[CH:11][C:10]=1[C:19]1[CH:24]=[C:23]([CH:25]([CH3:26])[CH3:27])[CH:22]=[CH:21][C:20]=1[O:28][CH3:29])[C:30]1[N:31]=[CH:32][C:33]([OH:69])=[CH:34][CH:35]=1. Given the reactants [F:1][C:2]([F:45])([F:44])[C:3]1[CH:4]=[C:5]([CH:37]=[C:38]([C:40]([F:43])([F:42])[F:41])[CH:39]=1)[CH2:6][N:7]([C:30]1[CH:35]=[CH:34][C:33](Br)=[CH:32][N:31]=1)[CH2:8][C:9]1[CH:14]=[C:13]([C:15]([F:18])([F:17])[F:16])[CH:12]=[CH:11][C:10]=1[C:19]1[CH:24]=[C:23]([CH:25]([CH3:27])[CH3:26])[CH:22]=[CH:21][C:20]=1[O:28][CH3:29].C([O-])(=O)C.[K+].B1(B2OC(C)(C)C(C)(C)O2)OC(C)(C)C(C)(C)O1.[OH2:69], predict the reaction product. (5) Given the reactants [CH3:1][C:2]1[CH:7]=[C:6]([N+:8]([O-:10])=[O:9])[CH:5]=[CH:4][C:3]=1[N:11]=[C:12]=[S:13].[NH2:14][C@@H:15]([CH:17]1[CH2:22][CH2:21][CH2:20][CH2:19][CH2:18]1)[CH3:16].Cl[CH2:24][C:25](O)=[O:26], predict the reaction product. The product is: [CH3:1][C:2]1[CH:7]=[C:6]([N+:8]([O-:10])=[O:9])[CH:5]=[CH:4][C:3]=1[N:11]=[C:12]1[N:14]([C@@H:15]([CH:17]2[CH2:22][CH2:21][CH2:20][CH2:19][CH2:18]2)[CH3:16])[C:25](=[O:26])[CH2:24][S:13]1. (6) The product is: [O:21]1[C:25]2[CH:26]=[CH:27][CH:28]=[CH:29][C:24]=2[C:23]([NH:30][C:31]([N:33]2[CH2:38][CH2:37][N:36]([C:2]3[S:6][N:5]=[C:4]([C:7]4[CH:12]=[CH:11][C:10]([Cl:13])=[CH:9][CH:8]=4)[N:3]=3)[CH2:35][CH2:34]2)=[O:32])=[N:22]1. Given the reactants Cl[C:2]1[S:6][N:5]=[C:4]([C:7]2[CH:12]=[CH:11][C:10]([Cl:13])=[CH:9][CH:8]=2)[N:3]=1.FC(F)(F)C(O)=O.[O:21]1[C:25]2[CH:26]=[CH:27][CH:28]=[CH:29][C:24]=2[C:23]([NH:30][C:31]([N:33]2[CH2:38][CH2:37][NH:36][CH2:35][CH2:34]2)=[O:32])=[N:22]1.C(N(CC)CC)C.O, predict the reaction product. (7) Given the reactants [C:1]([O:5][C:6](=[O:19])[NH:7][C:8]1([CH:17]=[O:18])[CH2:16][C:15]2[C:10](=[CH:11][CH:12]=[CH:13][CH:14]=2)[CH2:9]1)([CH3:4])([CH3:3])[CH3:2].CC(C)(O)[C:22]#[N:23].C(N(CC)CC)C, predict the reaction product. The product is: [C:1]([O:5][C:6](=[O:19])[NH:7][C:8]1([CH:17]([C:22]#[N:23])[OH:18])[CH2:16][C:15]2[C:10](=[CH:11][CH:12]=[CH:13][CH:14]=2)[CH2:9]1)([CH3:4])([CH3:2])[CH3:3].